This data is from Forward reaction prediction with 1.9M reactions from USPTO patents (1976-2016). The task is: Predict the product of the given reaction. (1) Given the reactants [F:1][C:2]1[CH:3]=[C:4]([C:26]2[CH:31]=[CH:30][CH:29]=[CH:28][CH:27]=2)[CH:5]=[CH:6][C:7]=1[CH2:8][CH2:9][C:10]([CH3:25])([S:21]([CH3:24])(=[O:23])=[O:22])[C:11]([NH:13][O:14]C1CCCCO1)=[O:12].Cl, predict the reaction product. The product is: [F:1][C:2]1[CH:3]=[C:4]([C:26]2[CH:27]=[CH:28][CH:29]=[CH:30][CH:31]=2)[CH:5]=[CH:6][C:7]=1[CH2:8][CH2:9][C:10]([CH3:25])([S:21]([CH3:24])(=[O:23])=[O:22])[C:11]([NH:13][OH:14])=[O:12]. (2) Given the reactants [CH:1]1([C:4]2[CH:5]=[CH:6][C:7](I)=[N:8][CH:9]=2)[CH2:3][CH2:2]1.Br[C:12]([F:19])([F:18])[C:13]([O:15][CH2:16][CH3:17])=[O:14].[Cl-].[NH4+], predict the reaction product. The product is: [CH:1]1([C:4]2[CH:5]=[CH:6][C:7]([C:12]([F:19])([F:18])[C:13]([O:15][CH2:16][CH3:17])=[O:14])=[N:8][CH:9]=2)[CH2:3][CH2:2]1. (3) Given the reactants [C:1]1([C:36]2[CH:41]=[CH:40][CH:39]=[CH:38][CH:37]=2)[CH:6]=[CH:5][C:4]([C@@:7]23[CH2:26][N:20]([C@H:21]([C:23](O)=[O:24])[CH2:22]2)[C:19](=[O:27])[C@@H:18]([NH:28][C:29]([O:31][C:32]([CH3:35])([CH3:34])[CH3:33])=[O:30])[CH2:17][CH2:16][CH2:15][CH2:14][CH2:13][CH2:12][CH2:11][CH2:10][CH2:9][S:8]3)=[CH:3][CH:2]=1.[NH2:42][C@:43]1([C:48]([NH:50][S:51]([CH:54]2[CH2:56][CH2:55]2)(=[O:53])=[O:52])=[O:49])[CH2:45][C@H:44]1[CH:46]=[CH2:47].CC1C=CC(S(O)(=O)=O)=CC=1.CN(C(ON1N=NC2C=CC=NC1=2)=[N+](C)C)C.F[P-](F)(F)(F)(F)F.C(N(CC)C(C)C)(C)C, predict the reaction product. The product is: [C:1]1([C:36]2[CH:37]=[CH:38][CH:39]=[CH:40][CH:41]=2)[CH:6]=[CH:5][C:4]([C@@:7]23[CH2:26][N:20]([C@H:21]([C:23](=[O:24])[NH:42][C@:43]4([C:48](=[O:49])[NH:50][S:51]([CH:54]5[CH2:56][CH2:55]5)(=[O:53])=[O:52])[CH2:45][C@H:44]4[CH:46]=[CH2:47])[CH2:22]2)[C:19](=[O:27])[C@@H:18]([NH:28][C:29](=[O:30])[O:31][C:32]([CH3:34])([CH3:35])[CH3:33])[CH2:17][CH2:16][CH2:15][CH2:14][CH2:13][CH2:12][CH2:11][CH2:10][CH2:9][S:8]3)=[CH:3][CH:2]=1. (4) Given the reactants [ClH:1].Br[C:3]1[CH:8]=[CH:7][N:6]=[CH:5][CH:4]=1.[C:9]1([CH:15]=[CH:16][CH:17]([OH:20])[C:18]#[CH:19])[CH:14]=[CH:13][CH:12]=[CH:11][CH:10]=1.C1(P(C2C=CC=CC=2)C2C=CC=CC=2)C=CC=CC=1.C(N(CC)CC)C, predict the reaction product. The product is: [ClH:1].[C:9]1(/[CH:15]=[CH:16]/[C:17](=[O:20])/[CH:18]=[CH:19]/[C:3]2[CH:8]=[CH:7][N:6]=[CH:5][CH:4]=2)[CH:14]=[CH:13][CH:12]=[CH:11][CH:10]=1. (5) Given the reactants [C:1]([C:5]1[CH:6]=[C:7]([N:15]2[C:19]([CH:20]([CH:22]3[CH2:27][CH2:26][CH2:25][CH2:24][CH2:23]3)[OH:21])=[C:18]([CH3:28])[C:17]([C:29]([O:31][CH2:32][CH3:33])=[O:30])=[CH:16]2)[CH:8]=[C:9]([C:11]2([CH3:14])[CH2:13][CH2:12]2)[CH:10]=1)([CH3:4])([CH3:3])[CH3:2].CC(OI1(OC(C)=O)(OC(C)=O)OC(=O)C2C=CC=CC1=2)=O, predict the reaction product. The product is: [C:1]([C:5]1[CH:6]=[C:7]([N:15]2[C:19]([C:20]([CH:22]3[CH2:23][CH2:24][CH2:25][CH2:26][CH2:27]3)=[O:21])=[C:18]([CH3:28])[C:17]([C:29]([O:31][CH2:32][CH3:33])=[O:30])=[CH:16]2)[CH:8]=[C:9]([C:11]2([CH3:14])[CH2:13][CH2:12]2)[CH:10]=1)([CH3:2])([CH3:3])[CH3:4]. (6) Given the reactants Cl[C:2]1[O:3][C:4]([CH2:14][CH2:15][C:16]([OH:18])=[O:17])=[C:5]([C:7]2[CH:12]=[CH:11][C:10]([Cl:13])=[CH:9][CH:8]=2)[N:6]=1.[C:19]1([N:25]2[CH2:30][CH2:29][NH:28][CH2:27][CH2:26]2)[CH:24]=[CH:23][CH:22]=[CH:21][CH:20]=1.C(=O)([O-])[O-].[K+].[K+].[Cl-].[NH4+], predict the reaction product. The product is: [Cl:13][C:10]1[CH:11]=[CH:12][C:7]([C:5]2[N:6]=[C:2]([N:28]3[CH2:29][CH2:30][N:25]([C:19]4[CH:24]=[CH:23][CH:22]=[CH:21][CH:20]=4)[CH2:26][CH2:27]3)[O:3][C:4]=2[CH2:14][CH2:15][C:16]([OH:18])=[O:17])=[CH:8][CH:9]=1. (7) Given the reactants Cl.[CH3:2][O:3][C:4](=[O:22])/[CH:5]=[CH:6]/[C:7]1[CH:8]=[C:9]2[C:18](=[CH:19][CH:20]=1)[O:17][C:12]1([CH2:16][CH2:15][NH:14][CH2:13]1)[CH2:11][C:10]2=[O:21].C=O.[BH-](OC(C)=O)(OC(C)=O)O[C:27](C)=O.[Na+], predict the reaction product. The product is: [CH3:2][O:3][C:4](=[O:22])/[CH:5]=[CH:6]/[C:7]1[CH:8]=[C:9]2[C:18](=[CH:19][CH:20]=1)[O:17][C:12]1([CH2:16][CH2:15][N:14]([CH3:27])[CH2:13]1)[CH2:11][C:10]2=[O:21]. (8) Given the reactants O[C:2]1[C:7]([C:8]([OH:10])=O)=[CH:6][N:5]=[C:4]2[N:11]([C:15]3[CH:20]=[CH:19][CH:18]=[CH:17][N:16]=3)[N:12]=[C:13]([CH3:14])[C:3]=12.P(Cl)(Cl)([Cl:23])=O.[CH3:26][NH:27][C:28]1[CH:33]=[CH:32][CH:31]=[CH:30][CH:29]=1.C(N(CC)CC)C, predict the reaction product. The product is: [Cl:23][C:2]1[C:7]([C:8]([N:27]([CH3:26])[C:28]2[CH:33]=[CH:32][CH:31]=[CH:30][CH:29]=2)=[O:10])=[CH:6][N:5]=[C:4]2[N:11]([C:15]3[CH:20]=[CH:19][CH:18]=[CH:17][N:16]=3)[N:12]=[C:13]([CH3:14])[C:3]=12.